From a dataset of Catalyst prediction with 721,799 reactions and 888 catalyst types from USPTO. Predict which catalyst facilitates the given reaction. (1) Reactant: [C:1]([C:5]1[CH:32]=[CH:31][C:8]([NH:9][C:10]2[CH:29]=[CH:28][C:13]([O:14][C:15]3[C:24]4[C:19](=[CH:20][C:21]([OH:27])=[C:22]([O:25][CH3:26])[CH:23]=4)[N:18]=[CH:17][CH:16]=3)=[CH:12][C:11]=2[F:30])=[CH:7][CH:6]=1)([CH3:4])([CH3:3])[CH3:2].C(=O)([O-])[O-].[K+].[K+].Cl.Cl[CH2:41][CH2:42][N:43]1[CH2:48][CH2:47][O:46][CH2:45][CH2:44]1.CN(C)C=O. Product: [C:1]([C:5]1[CH:32]=[CH:31][C:8]([NH:9][C:10]2[CH:29]=[CH:28][C:13]([O:14][C:15]3[C:24]4[C:19](=[CH:20][C:21]([O:27][CH2:41][CH2:42][N:43]5[CH2:48][CH2:47][O:46][CH2:45][CH2:44]5)=[C:22]([O:25][CH3:26])[CH:23]=4)[N:18]=[CH:17][CH:16]=3)=[CH:12][C:11]=2[F:30])=[CH:7][CH:6]=1)([CH3:4])([CH3:2])[CH3:3]. The catalyst class is: 6. (2) Reactant: [CH2:1]([C@@:4]1([C:23]2[CH:28]=[CH:27][C:26]([F:29])=[CH:25][CH:24]=2)[O:9][C:8](=[O:10])[N:7]([C@H:11]([C:13]2[CH:18]=[CH:17][C:16]([O:19][CH:20]([F:22])[F:21])=[CH:15][CH:14]=2)[CH3:12])[CH2:6][CH2:5]1)[CH:2]=[CH2:3].[OH2:30]. Product: [F:21][CH:20]([F:22])[O:19][C:16]1[CH:17]=[CH:18][C:13]([C@@H:11]([N:7]2[CH2:6][CH2:5][C@@:4]([C:23]3[CH:28]=[CH:27][C:26]([F:29])=[CH:25][CH:24]=3)([CH2:1][CH2:2][CH2:3][OH:30])[O:9][C:8]2=[O:10])[CH3:12])=[CH:14][CH:15]=1. The catalyst class is: 76. (3) Reactant: [C:1]([O:5][C:6]([N:8]1[CH2:13][CH2:12][CH:11]([O:14][CH2:15][C:16]2[N:20]=[C:19]([C:21]3[CH:22]=[N:23][C:24]([Cl:27])=[CH:25][CH:26]=3)[O:18][N:17]=2)[CH2:10][CH2:9]1)=[O:7])(C)([CH3:3])[CH3:2].Cl.C(N(CC)CC)C.ClC(OC(C)C)=O.C1(C)C=CC=CC=1. Product: [CH:1]([O:5][C:6]([N:8]1[CH2:13][CH2:12][CH:11]([O:14][CH2:15][C:16]2[N:20]=[C:19]([C:21]3[CH:22]=[N:23][C:24]([Cl:27])=[CH:25][CH:26]=3)[O:18][N:17]=2)[CH2:10][CH2:9]1)=[O:7])([CH3:3])[CH3:2]. The catalyst class is: 258. (4) Reactant: [CH3:1][S:2]([O:5][C:6]1[CH:11]=[CH:10][C:9]([CH2:12][CH2:13][NH:14]C(OC(C)(C)C)=O)=[CH:8][CH:7]=1)(=[O:4])=[O:3].C(O)(C(F)(F)F)=O. Product: [CH3:1][S:2]([O:5][C:6]1[CH:11]=[CH:10][C:9]([CH2:12][CH2:13][NH2:14])=[CH:8][CH:7]=1)(=[O:4])=[O:3]. The catalyst class is: 2. (5) Reactant: [NH:1]1[CH2:7][CH:6]([CH2:8][OH:9])[CH2:5][NH:4][CH2:3][CH2:2]1.[CH2:10]([N:17]1[C:25]2[C:24](=[O:26])[N:23]([CH3:27])[C:22](=[O:28])[N:21]([CH3:29])[C:20]=2[N:19]=[C:18]1Cl)[C:11]1[CH:16]=[CH:15][CH:14]=[CH:13][CH:12]=1.C(=O)([O-])[O-].[K+].[K+]. Product: [CH2:10]([N:17]1[C:25]2[C:24](=[O:26])[N:23]([CH3:27])[C:22](=[O:28])[N:21]([CH3:29])[C:20]=2[N:19]=[C:18]1[N:1]1[CH2:7][CH:6]([CH2:8][OH:9])[CH2:5][NH:4][CH2:3][CH2:2]1)[C:11]1[CH:16]=[CH:15][CH:14]=[CH:13][CH:12]=1. The catalyst class is: 3. (6) Reactant: Br[C:2]1[CH:3]=[N:4][C:5]([Cl:8])=[N:6][CH:7]=1.[F:9][C:10]1[CH:15]=[CH:14][C:13](B(O)O)=[CH:12][CH:11]=1.C(=O)([O-])[O-].[K+].[K+]. Product: [Cl:8][C:5]1[N:4]=[CH:3][C:2]([C:13]2[CH:14]=[CH:15][C:10]([F:9])=[CH:11][CH:12]=2)=[CH:7][N:6]=1. The catalyst class is: 12. (7) Reactant: [C:1]1([CH3:10])[CH:6]=[CH:5][C:4]([C:7]([NH2:9])=[O:8])=[CH:3][CH:2]=1.[CH3:11][C:12]([CH:15]=O)([CH3:14])[CH3:13].[NH:17]1[C:21]2[CH:22]=[CH:23][CH:24]=[CH:25][C:20]=2[N:19]=[N:18]1. Product: [N:17]1([CH:15]([NH:9][C:7](=[O:8])[C:4]2[CH:5]=[CH:6][C:1]([CH3:10])=[CH:2][CH:3]=2)[C:12]([CH3:13])([CH3:14])[CH3:11])[C:21]2[CH:22]=[CH:23][CH:24]=[CH:25][C:20]=2[N:19]=[N:18]1. The catalyst class is: 626. (8) Reactant: [F:1][C:2]1[C:10]([F:11])=[CH:9][C:5]([C:6]([OH:8])=O)=[C:4]([OH:12])[CH:3]=1.C(OC(=O)C)(=O)C.ClCCl.[CH3:23][O:24][C:25]1[CH:32]=[CH:31][C:28]([CH2:29][NH2:30])=[CH:27][CH:26]=1. Product: [CH3:23][O:24][C:25]1[CH:32]=[CH:31][C:28]([CH2:29][NH:30][C:6](=[O:8])[C:5]2[CH:9]=[C:10]([F:11])[C:2]([F:1])=[CH:3][C:4]=2[OH:12])=[CH:27][CH:26]=1. The catalyst class is: 17. (9) Reactant: C1(=O)NC(=O)C2=CC=CC=C12.O=C1C2C(=CC=CC=2)C(=O)[N:14]1[CH2:23][CH2:24][O:25][C:26]1[CH:31]=[CH:30][C:29]([C:32](=[O:43])[NH:33][C:34]2([C:37]3[CH:42]=[CH:41][CH:40]=[CH:39][CH:38]=3)[CH2:36][CH2:35]2)=[CH:28][C:27]=1[C:44]1[CH:45]=[CH:46][C:47]2[O:51][C:50]([C:52]3[CH:57]=[CH:56][C:55]([F:58])=[CH:54][CH:53]=3)=[C:49]([C:59]([NH:61][CH3:62])=[O:60])[C:48]=2[CH:63]=1.NN.C(O)(C(F)(F)F)=O. Product: [NH2:14][CH2:23][CH2:24][O:25][C:26]1[CH:31]=[CH:30][C:29]([C:32](=[O:43])[NH:33][C:34]2([C:37]3[CH:42]=[CH:41][CH:40]=[CH:39][CH:38]=3)[CH2:35][CH2:36]2)=[CH:28][C:27]=1[C:44]1[CH:45]=[CH:46][C:47]2[O:51][C:50]([C:52]3[CH:53]=[CH:54][C:55]([F:58])=[CH:56][CH:57]=3)=[C:49]([C:59]([NH:61][CH3:62])=[O:60])[C:48]=2[CH:63]=1. The catalyst class is: 24.